From a dataset of CYP2C19 inhibition data for predicting drug metabolism from PubChem BioAssay. Regression/Classification. Given a drug SMILES string, predict its absorption, distribution, metabolism, or excretion properties. Task type varies by dataset: regression for continuous measurements (e.g., permeability, clearance, half-life) or binary classification for categorical outcomes (e.g., BBB penetration, CYP inhibition). Dataset: cyp2c19_veith. (1) The molecule is COc1ccc2c3c1O[C@H]1C[C@H](O)C=C[C@@]31CCN(C)C2. The result is 1 (inhibitor). (2) The drug is COc1ccc2oc(=O)c(C(=O)Oc3ccc(NC(C)=O)cc3)cc2c1. The result is 1 (inhibitor).